From a dataset of Reaction yield outcomes from USPTO patents with 853,638 reactions. Predict the reaction yield, written as a fraction of the theoretical maximum amount of product (1.0 means a 100% yield; for example, 0.34 means a 34% yield). (1) The reactants are [F:1][C:2]1[CH:3]=[CH:4][C:5]2[C:6]3[CH2:18][C:17]4[C:12](=[CH:13][CH:14]=[CH:15][CH:16]=4)[C:7]=3[N:8]([CH3:11])[C:9]=2[CH:10]=1.[Li]CCCC.[CH3:24][Si:25](Cl)([CH3:27])[CH3:26]. The catalyst is CCOCC. The product is [F:1][C:2]1[CH:3]=[CH:4][C:5]2[C:6]3[CH:18]([Si:25]([CH3:27])([CH3:26])[CH3:24])[C:17]4[C:12](=[CH:13][CH:14]=[CH:15][CH:16]=4)[C:7]=3[N:8]([CH3:11])[C:9]=2[CH:10]=1. The yield is 0.0200. (2) The reactants are O[C@H:2]1[C:6]2[N:7]=[CH:8][N:9]=[C:10]([N:11]3[CH2:16][CH2:15][N:14]([C:17]([O:19][C:20]([CH3:23])([CH3:22])[CH3:21])=[O:18])[CH2:13][CH2:12]3)[C:5]=2[C@H:4]([CH3:24])[CH2:3]1.CCN(S(F)(F)[F:31])CC. The catalyst is C(Cl)Cl. The product is [F:31][C@@H:2]1[C:6]2[N:7]=[CH:8][N:9]=[C:10]([N:11]3[CH2:16][CH2:15][N:14]([C:17]([O:19][C:20]([CH3:23])([CH3:22])[CH3:21])=[O:18])[CH2:13][CH2:12]3)[C:5]=2[C@H:4]([CH3:24])[CH2:3]1. The yield is 0.610. (3) The catalyst is O. The yield is 0.675. The product is [CH2:1]([O:8][C:9]1[CH:31]=[CH:30][C:29]([C:32]2[N:39]=[C:36]([CH3:37])[S:38][CH:33]=2)=[CH:28][C:10]=1[C:11]([NH:13][C:14]1[CH:19]=[C:18]([C:20]([F:22])([F:23])[F:21])[CH:17]=[C:16]([C:24]([F:27])([F:25])[F:26])[CH:15]=1)=[O:12])[C:2]1[CH:7]=[CH:6][CH:5]=[CH:4][CH:3]=1. The reactants are [CH2:1]([O:8][C:9]1[CH:31]=[CH:30][C:29]([C:32](=O)[CH2:33]Br)=[CH:28][C:10]=1[C:11]([NH:13][C:14]1[CH:19]=[C:18]([C:20]([F:23])([F:22])[F:21])[CH:17]=[C:16]([C:24]([F:27])([F:26])[F:25])[CH:15]=1)=[O:12])[C:2]1[CH:7]=[CH:6][CH:5]=[CH:4][CH:3]=1.[C:36]([NH2:39])(=[S:38])[CH3:37].C(=O)([O-])O.[Na+].C(O)C. (4) The reactants are [CH2:1]([O:8][C:9]1[CH:14]=[CH:13][C:12](Br)=[CH:11][C:10]=1[CH:16]1[CH2:20][CH2:19][CH2:18][CH2:17]1)[C:2]1[CH:7]=[CH:6][CH:5]=[CH:4][CH:3]=1.[Li]CCCC.CN([CH:29]=[O:30])C.Cl. The catalyst is O1CCCC1. The product is [CH2:1]([O:8][C:9]1[CH:14]=[CH:13][C:12]([CH:29]=[O:30])=[CH:11][C:10]=1[CH:16]1[CH2:20][CH2:19][CH2:18][CH2:17]1)[C:2]1[CH:7]=[CH:6][CH:5]=[CH:4][CH:3]=1. The yield is 0.630. (5) The catalyst is C1(C)C=CC=CC=1. The yield is 0.910. The product is [F:18][C:2]([F:1])([F:17])[O:3][C:4]1[CH:16]=[CH:15][C:7]([O:8][CH:9]2[CH2:10][CH2:11][N:12]([S:27]([CH:30]3[CH2:31][CH2:32][N:33]([C:36]([O:38][CH2:39][C:40]4[CH:45]=[CH:44][CH:43]=[CH:42][CH:41]=4)=[O:37])[CH2:34][CH2:35]3)(=[O:28])=[O:29])[CH2:13][CH2:14]2)=[CH:6][CH:5]=1. The reactants are [F:1][C:2]([F:18])([F:17])[O:3][C:4]1[CH:16]=[CH:15][C:7]([O:8][CH:9]2[CH2:14][CH2:13][NH:12][CH2:11][CH2:10]2)=[CH:6][CH:5]=1.C(N(CC)CC)C.Cl[S:27]([CH:30]1[CH2:35][CH2:34][N:33]([C:36]([O:38][CH2:39][C:40]2[CH:45]=[CH:44][CH:43]=[CH:42][CH:41]=2)=[O:37])[CH2:32][CH2:31]1)(=[O:29])=[O:28].